From a dataset of NCI-60 drug combinations with 297,098 pairs across 59 cell lines. Regression. Given two drug SMILES strings and cell line genomic features, predict the synergy score measuring deviation from expected non-interaction effect. (1) Drug 1: C1CN1C2=NC(=NC(=N2)N3CC3)N4CC4. Drug 2: COC1=CC(=CC(=C1O)OC)C2C3C(COC3=O)C(C4=CC5=C(C=C24)OCO5)OC6C(C(C7C(O6)COC(O7)C8=CC=CS8)O)O. Cell line: SW-620. Synergy scores: CSS=55.7, Synergy_ZIP=-1.97, Synergy_Bliss=-1.60, Synergy_Loewe=-0.306, Synergy_HSA=2.78. (2) Drug 1: CNC(=O)C1=CC=CC=C1SC2=CC3=C(C=C2)C(=NN3)C=CC4=CC=CC=N4. Drug 2: C1CN(CCN1C(=O)CCBr)C(=O)CCBr. Cell line: UACC62. Synergy scores: CSS=31.0, Synergy_ZIP=-6.17, Synergy_Bliss=6.90, Synergy_Loewe=7.32, Synergy_HSA=7.83. (3) Drug 1: C1CCC(C1)C(CC#N)N2C=C(C=N2)C3=C4C=CNC4=NC=N3. Drug 2: C#CCC(CC1=CN=C2C(=N1)C(=NC(=N2)N)N)C3=CC=C(C=C3)C(=O)NC(CCC(=O)O)C(=O)O. Cell line: IGROV1. Synergy scores: CSS=8.83, Synergy_ZIP=-2.79, Synergy_Bliss=-1.66, Synergy_Loewe=-1.48, Synergy_HSA=-1.61. (4) Drug 1: CC1=CC2C(CCC3(C2CCC3(C(=O)C)OC(=O)C)C)C4(C1=CC(=O)CC4)C. Drug 2: CC1CCC2CC(C(=CC=CC=CC(CC(C(=O)C(C(C(=CC(C(=O)CC(OC(=O)C3CCCCN3C(=O)C(=O)C1(O2)O)C(C)CC4CCC(C(C4)OC)OCCO)C)C)O)OC)C)C)C)OC. Cell line: SK-MEL-5. Synergy scores: CSS=13.5, Synergy_ZIP=10.5, Synergy_Bliss=11.7, Synergy_Loewe=-15.5, Synergy_HSA=2.57. (5) Drug 1: CCC1(CC2CC(C3=C(CCN(C2)C1)C4=CC=CC=C4N3)(C5=C(C=C6C(=C5)C78CCN9C7C(C=CC9)(C(C(C8N6C=O)(C(=O)OC)O)OC(=O)C)CC)OC)C(=O)OC)O.OS(=O)(=O)O. Drug 2: C1CC(=O)NC(=O)C1N2C(=O)C3=CC=CC=C3C2=O. Cell line: NCI-H322M. Synergy scores: CSS=-2.61, Synergy_ZIP=1.89, Synergy_Bliss=1.64, Synergy_Loewe=-0.360, Synergy_HSA=-0.428. (6) Drug 1: C1=C(C(=O)NC(=O)N1)F. Drug 2: CC1C(C(CC(O1)OC2CC(CC3=C2C(=C4C(=C3O)C(=O)C5=C(C4=O)C(=CC=C5)OC)O)(C(=O)CO)O)N)O.Cl. Cell line: MDA-MB-435. Synergy scores: CSS=54.7, Synergy_ZIP=-3.39, Synergy_Bliss=-2.69, Synergy_Loewe=-4.95, Synergy_HSA=2.37. (7) Synergy scores: CSS=7.99, Synergy_ZIP=-7.30, Synergy_Bliss=-3.15, Synergy_Loewe=-23.6, Synergy_HSA=-4.06. Drug 2: C1CNP(=O)(OC1)N(CCCl)CCCl. Drug 1: CCC1=C2CN3C(=CC4=C(C3=O)COC(=O)C4(CC)O)C2=NC5=C1C=C(C=C5)O. Cell line: NCI/ADR-RES. (8) Drug 1: C1C(C(OC1N2C=C(C(=O)NC2=O)F)CO)O. Drug 2: CC=C1C(=O)NC(C(=O)OC2CC(=O)NC(C(=O)NC(CSSCCC=C2)C(=O)N1)C(C)C)C(C)C. Cell line: NCI-H522. Synergy scores: CSS=23.8, Synergy_ZIP=-2.04, Synergy_Bliss=-1.51, Synergy_Loewe=-10.3, Synergy_HSA=-1.92. (9) Drug 1: CN1C(=O)N2C=NC(=C2N=N1)C(=O)N. Drug 2: CCCCC(=O)OCC(=O)C1(CC(C2=C(C1)C(=C3C(=C2O)C(=O)C4=C(C3=O)C=CC=C4OC)O)OC5CC(C(C(O5)C)O)NC(=O)C(F)(F)F)O. Cell line: SF-268. Synergy scores: CSS=21.7, Synergy_ZIP=-3.05, Synergy_Bliss=-6.45, Synergy_Loewe=-5.25, Synergy_HSA=-3.93. (10) Drug 1: CC1=C(C=C(C=C1)NC(=O)C2=CC=C(C=C2)CN3CCN(CC3)C)NC4=NC=CC(=N4)C5=CN=CC=C5. Drug 2: COC1=C2C(=CC3=C1OC=C3)C=CC(=O)O2. Cell line: K-562. Synergy scores: CSS=74.9, Synergy_ZIP=4.07, Synergy_Bliss=4.44, Synergy_Loewe=3.01, Synergy_HSA=5.43.